Dataset: Reaction yield outcomes from USPTO patents with 853,638 reactions. Task: Predict the reaction yield, written as a fraction of the theoretical maximum amount of product (1.0 means a 100% yield; for example, 0.34 means a 34% yield). (1) The reactants are [CH3:1][C:2]1[CH:3]=[C:4]([O:15][C:16]2[C:25]3[C:20](=[CH:21][C:22]([OH:28])=[C:23]([O:26][CH3:27])[CH:24]=3)[N:19]=[CH:18][CH:17]=2)[C:5]([C:9]2[CH:14]=[CH:13][CH:12]=[CH:11][N:10]=2)=[N:6][C:7]=1[CH3:8].C(=O)([O-])[O-].[K+].[K+].[CH2:35]([CH:37]1[O:39][CH2:38]1)Br. The catalyst is CN(C)C=O. The product is [CH3:27][O:26][C:23]1[CH:24]=[C:25]2[C:20](=[CH:21][C:22]=1[O:28][CH2:35][CH:37]1[CH2:38][O:39]1)[N:19]=[CH:18][CH:17]=[C:16]2[O:15][C:4]1[C:5]([C:9]2[CH:14]=[CH:13][CH:12]=[CH:11][N:10]=2)=[N:6][C:7]([CH3:8])=[C:2]([CH3:1])[CH:3]=1. The yield is 0.890. (2) The reactants are [Cl-].O[NH3+:3].[C:4](=[O:7])([O-])[OH:5].[Na+].CS(C)=O.[CH2:13]([C:15]1[S:52][C:18]2[N:19]([CH2:37][C:38]3[CH:43]=[CH:42][C:41]([C:44]4[C:45]([C:50]#[N:51])=[CH:46][CH:47]=[CH:48][CH:49]=4)=[CH:40][CH:39]=3)[C:20](=[O:36])[N:21]([CH2:24][C:25]3([C:28]4[CH:33]=[CH:32][C:31]([O:34][CH3:35])=[CH:30][CH:29]=4)[CH2:27][CH2:26]3)[C:22](=[O:23])[C:17]=2[CH:16]=1)[CH3:14]. The catalyst is C(Cl)(Cl)Cl. The product is [CH2:13]([C:15]1[S:52][C:18]2[N:19]([CH2:37][C:38]3[CH:39]=[CH:40][C:41]([C:44]4[CH:49]=[CH:48][CH:47]=[CH:46][C:45]=4[C:50]4[NH:3][C:4](=[O:7])[O:5][N:51]=4)=[CH:42][CH:43]=3)[C:20](=[O:36])[N:21]([CH2:24][C:25]3([C:28]4[CH:29]=[CH:30][C:31]([O:34][CH3:35])=[CH:32][CH:33]=4)[CH2:27][CH2:26]3)[C:22](=[O:23])[C:17]=2[CH:16]=1)[CH3:14]. The yield is 0.380. (3) The reactants are [C:1]1([CH2:7][CH2:8][C:9]2[CH:14]=[CH:13][C:12]([C@@H:15]3[NH:19][C@H:18]([C:20]([NH2:22])=[O:21])[CH2:17][CH2:16]3)=[CH:11][CH:10]=2)[CH:6]=[CH:5][CH:4]=[CH:3][CH:2]=1.[ClH:23]. The catalyst is C(OCC)C. The product is [ClH:23].[C:1]1([CH2:7][CH2:8][C:9]2[CH:14]=[CH:13][C:12]([C@@H:15]3[NH:19][C@H:18]([C:20]([NH2:22])=[O:21])[CH2:17][CH2:16]3)=[CH:11][CH:10]=2)[CH:6]=[CH:5][CH:4]=[CH:3][CH:2]=1. The yield is 0.910.